This data is from Catalyst prediction with 721,799 reactions and 888 catalyst types from USPTO. The task is: Predict which catalyst facilitates the given reaction. (1) Reactant: C(OC([N:6]1[C:14]2[C:9](=[CH:10][C:11]([C:15]3[N:16]([CH3:24])[N:17]=[C:18]([C:20]([F:23])([F:22])[F:21])[CH:19]=3)=[CH:12][CH:13]=2)[CH:8]=[C:7]1[C:25]1[CH:30]=[CH:29][C:28]([C:31]([O:33][CH3:34])=[O:32])=[CH:27][C:26]=1[CH3:35])=O)C.[OH-].[Na+]. The catalyst class is: 5. Product: [CH3:34][O:33][C:31](=[O:32])[C:28]1[CH:29]=[CH:30][C:25]([C:7]2[NH:6][C:14]3[C:9]([CH:8]=2)=[CH:10][C:11]([C:15]2[N:16]([CH3:24])[N:17]=[C:18]([C:20]([F:23])([F:22])[F:21])[CH:19]=2)=[CH:12][CH:13]=3)=[C:26]([CH3:35])[CH:27]=1. (2) Reactant: [Cl:1][C:2]1[CH:7]=[CH:6][C:5]([CH:8]([C:26]2[CH:31]=[CH:30][C:29]([Cl:32])=[CH:28][CH:27]=2)[C:9]2[CH:10]=[C:11]3[C:16](=[CH:17][CH:18]=2)[N:15]=[N:14][CH:13]=[C:12]3[NH:19][CH:20]2[CH2:25][CH2:24][NH:23][CH2:22][CH2:21]2)=[CH:4][CH:3]=1.C(N(CC)CC)C.Cl[S:41]([C:44]1[CH:52]=[CH:51][C:47]([C:48]([OH:50])=[O:49])=[CH:46][CH:45]=1)(=[O:43])=[O:42]. Product: [Cl:1][C:2]1[CH:7]=[CH:6][C:5]([CH:8]([C:26]2[CH:27]=[CH:28][C:29]([Cl:32])=[CH:30][CH:31]=2)[C:9]2[CH:10]=[C:11]3[C:16](=[CH:17][CH:18]=2)[N:15]=[N:14][CH:13]=[C:12]3[NH:19][CH:20]2[CH2:21][CH2:22][N:23]([S:41]([C:44]3[CH:45]=[CH:46][C:47]([C:48]([OH:50])=[O:49])=[CH:51][CH:52]=3)(=[O:43])=[O:42])[CH2:24][CH2:25]2)=[CH:4][CH:3]=1. The catalyst class is: 4. (3) Reactant: [OH:1][C:2]1[CH:7]=[CH:6][C:5]([C:8]2[CH:13]=[CH:12][C:11]([CH:14]=O)=[C:10]([CH3:16])[CH:9]=2)=[CH:4][CH:3]=1.Cl.[NH2:18][OH:19].N1C=CC=CC=1. The catalyst class is: 5. Product: [OH:1][C:2]1[CH:7]=[CH:6][C:5]([C:8]2[CH:13]=[CH:12][C:11]([CH:14]=[N:18][OH:19])=[C:10]([CH3:16])[CH:9]=2)=[CH:4][CH:3]=1.